This data is from Drug-target binding data from BindingDB using Ki measurements. The task is: Regression. Given a target protein amino acid sequence and a drug SMILES string, predict the binding affinity score between them. We predict pKi (pKi = -log10(Ki in M); higher means stronger inhibition). Dataset: bindingdb_ki. (1) The drug is CC[C@H](NC)C(=O)N[C@H]1CCC[C@H]2CC[C@@H](C(=O)NC(c3ccccc3)c3ccccc3)N2C1=O. The target protein sequence is SLETLRFSISNLSMQTHAARMRTFMYWPSSVPVQPEQLASAGFYYVGRNDDVKCFCCDGGLRCWESGDDPWVEHAKWFPRCEFLIRMKGQEFVDEIQGRYPHLLEQLLSTS. The pKi is 8.8. (2) The compound is Cc1ccc([C@@H]2[C@@H]([C@H](O)CCc3ccccc3)OC(=O)N2c2cccc(F)c2)c(O)c1. The target protein (Q6T3U3) has sequence MAAAWLGWLLWALLLSAAQGELYTPKHEAGVCTFYEECGKNPELSGGLTSLSNVSCLSNTPARHVTGEHLALLQRICPRLYNGPNTTFACCSTKQLLSLESSMSITKALLTRCPACSDNFVSLHCHNTCSPDQSLFINVTRVVERGAGEPPAVVAYEAFYQRSFAEKAYESCSQVRIPAAASLAVGSMCGVYGSALCNAQRWLNFQGDTGNGLAPLDITFHLLEPGQALPDGIQPLNGKIAPCNESQGDDSAVCSCQDCAASCPVIPPPEALRPSFYMGRMPGWLALIIIFTAVFVLLSAVLVRLRVVSNRNKNKAEGPQEAPKLPHKHKLSPHTILGRFFQNWGTRVASWPLTVLALSFIVVIALAAGLTFIELTTDPVELWSAPKSQARKEKSFHDEHFGPFFRTNQIFVTARNRSSYKYDSLLLGSKNFSGILSLDFLLELLELQERLRHLQVWSPEAERNISLQDICYAPLNPYNTSLSDCCVNSLLQYFQNNRTL.... The pKi is 4.8. (3) The small molecule is NC(=O)OCC(O)C(O)C(N)C(=O)NC(C(=O)O)[C@H]1O[C@@H](n2cc(C(=O)O)c(=O)[nH]c2=O)[C@H](O)[C@@H]1O. The target protein (P23316) has sequence MHNINNGYVPNREKTITKRKVRLVGGKAGNLVLENPVPTELRKVLTRTESPFGEFTNMTYTACTSQPDTFSAEGFTLRAAKYGRETEIVICITMYNEDEVAFARTMHGVMKNIAHLCSRHKSKIWGKDSWKKVQVIIVADGRNKVQQSVLELLTATGCYQENLARPYVNNSKVNAHLFEYTTQISIDENLKFKGDEKNLAPVQVLFCLKESNQKKINSHRWLFNAFCPVLDPNVIVLLDVGTKPDNHAIYNLWKAFDRDSNVAGAAGEIKAMKGKGWINLTNPLVASQNFEYKLSNILDKPLESLFGYISVLPGALSAYRYIALKNHDDGTGPLASYFKGEDLLCSHDKDKENTKANFFEANMYLAEDRILCWELVSKRNDNWVLKFVKSATGETDVPETIAEFLSQRRRWINGAFFAALYSLYHFRKIWTTDHSYARKFWLHVEEFIYQLVSLLFSFFSLSNFYLTFYFLTGSLVSYKSLGKKGGFWIFTLFNYLCIGV.... The pKi is 6.2. (4) The drug is NC[C@H](O)CC[C@H](N)C(=O)O. The target protein (P0A1P6) has sequence MSAEHVLTMLNEHEVKFVDLRFTDTKGKEQHVTIPAHQVNAEFFEEGKMFDGSSIGGWKGINESDMVLMPDASTAVIDPFFADSTLIIRCDILEPGTLQGYDRDPRSIAKRAEDYLRATGIADTVLFGPEPEFFLFDDIRFGASISGSHVAIDDIEGAWNSSTKYEGGNKGHRPGVKGGYFPVPPVDSAQDIRSEMCLVMEQMGLVVEAHHHEVATAGQNEVATRFNTMTKKADEIQIYKYVVHNVAHRFGKTATFMPKPMFGDNGSGMHCHMSLAKNGTNLFSGDKYAGLSEQALYYIGGVIKHAKAINALANPTTNSYKRLVPGYEAPVMLAYSARNRSASIRIPVVASPKARRIEVRFPDPAANPYLCFAALLMAGLDGIKNKIHPGEAMDKNLYDLPPEEAKEIPQVAGSLEEALNALDLDREFLKAGGVFTDEAIDAYIALRREEDDRVRMTPHPVEFELYYSV. The pKi is 4.4. (5) The small molecule is CN(Cc1ccccc1)c1nc2sc3c(c2c(=O)o1)CCN(Cc1ccccc1)C3. The target protein (P30122) has sequence LGASRLGPSPGCLAVASAAKLGSVYTEGGFVEGVNKKLSLFGDSIDIFKGIPFAAAPKALEKPERHPGWQGTLKAKSFKKRCLQATLTQDSTYGNEDCLYLNIWVPQGRKEVSHDLPVMIWIYGGAFLMGASQGANFLSNYLYDGEEIATRGNVIVVTFNYRVGPLGFLSTGDSNLPGNYGLWDQHMAIAWVKRNIEAFGGDPDNITLFGESAGGASVSLQTLSPYNKGLIKRAISQSGVGLCPWAIQQDPLFWAKRIAEKVGCPVDDTSKMAGCLKITDPRALTLAYKLPLGSTEYPKLHYLSFVPVIDGDFIPDDPVNLYANAADVDYIAGTNDMDGHLFVGMDVPAINSNKQDVTEEDFYKLVSGLTVTKGLRGANATYEVYTEPWAQDSSQETRKKTMVDLETDILFLIPTKIAVAQHKSHAKSANTYTYLFSQPSRMPIYPKWMGADHADDLQYVFGKPFATPLGYRAQDRTVSKAMIAYWTNFARTGDPNTGHS.... The pKi is 4.3. (6) The drug is O=C(O)C(=CP(=O)(O)O)CCCCCBr. The target protein (P0AB91) has sequence MNYQNDDLRIKEIKELLPPVALLEKFPATENAANTVAHARKAIHKILKGNDDRLLVVIGPCSIHDPVAAKEYATRLLALREELKDELEIVMRVYFEKPRTTVGWKGLINDPHMDNSFQINDGLRIARKLLLDINDSGLPAAGEFLDMITPQYLADLMSWGAIGARTTESQVHRELASGLSCPVGFKNGTDGTIKVAIDAINAAGAPHCFLSVTKWGHSAIVNTSGNGDCHIILRGGKEPNYSAKHVAEVKEGLNKAGLPAQVMIDFSHANSSKQFKKQMDVCADVCQQIAGGEKAIIGVMVESHLVEGNQSLESGEPLAYGKSITDACIGWEDTDALLRQLANAVKARRG. The pKi is 5.4.